The task is: Predict the reactants needed to synthesize the given product.. This data is from Full USPTO retrosynthesis dataset with 1.9M reactions from patents (1976-2016). Given the product [C:18]([C:22]1[O:26][N:25]=[C:24]([C:27]([NH:15][C@@H:13]([C:10]2[CH:9]=[CH:8][C:7]([O:6][CH2:5][C:4]([F:3])([F:16])[F:17])=[CH:12][N:11]=2)[CH3:14])=[O:28])[CH:23]=1)([CH3:21])([CH3:19])[CH3:20], predict the reactants needed to synthesize it. The reactants are: Cl.Cl.[F:3][C:4]([F:17])([F:16])[CH2:5][O:6][C:7]1[CH:8]=[CH:9][C:10]([C@H:13]([NH2:15])[CH3:14])=[N:11][CH:12]=1.[C:18]([C:22]1[O:26][N:25]=[C:24]([C:27](O)=[O:28])[CH:23]=1)([CH3:21])([CH3:20])[CH3:19].C(N(CC)CC)C.C(Cl)CCl.C1C=CC2N(O)N=NC=2C=1.